From a dataset of Full USPTO retrosynthesis dataset with 1.9M reactions from patents (1976-2016). Predict the reactants needed to synthesize the given product. Given the product [NH2:1][CH2:2][C:3]1[O:7][C:6]([CH2:8][O:9][C:27]2[C:22]([NH:21][S:18]([C:12]3[CH:13]=[CH:14][CH:15]=[C:16]([Cl:17])[C:11]=3[Cl:10])(=[O:20])=[O:19])=[N:23][CH:24]=[C:25]([Cl:29])[N:26]=2)=[CH:5][CH:4]=1, predict the reactants needed to synthesize it. The reactants are: [NH2:1][CH2:2][C:3]1[O:7][C:6]([CH2:8][OH:9])=[CH:5][CH:4]=1.[Cl:10][C:11]1[C:16]([Cl:17])=[CH:15][CH:14]=[CH:13][C:12]=1[S:18]([NH:21][C:22]1[C:27](Cl)=[N:26][C:25]([Cl:29])=[CH:24][N:23]=1)(=[O:20])=[O:19].